Dataset: Forward reaction prediction with 1.9M reactions from USPTO patents (1976-2016). Task: Predict the product of the given reaction. (1) Given the reactants [CH3:1][O:2][C:3](=[O:77])/[CH:4]=[CH:5]\[CH:6]=[CH:7]\[C@H:8]([CH3:76])[C@@H:9]([O:68][Si:69]([C:72]([CH3:75])([CH3:74])[CH3:73])([CH3:71])[CH3:70])[CH2:10][C@H:11]([O:60][Si:61]([C:64]([CH3:67])([CH3:66])[CH3:65])([CH3:63])[CH3:62])/[CH:12]=[CH:13]\[C@H:14]([CH3:59])[C@H:15]([O:51][Si:52]([C:55]([CH3:58])([CH3:57])[CH3:56])([CH3:54])[CH3:53])[C@H:16]([CH3:50])[CH2:17][C@@H:18]([CH3:49])[CH2:19][CH2:20][C@@H:21]([O:41][Si:42]([C:45]([CH3:48])([CH3:47])[CH3:46])([CH3:44])[CH3:43])[C@H:22]([CH3:40])[C@@H:23]([O:30]CC1C=CC(OC)=CC=1)[C@@H:24]([CH3:29])/[CH:25]=[CH:26]\[CH:27]=[CH2:28].C(Cl)Cl.C(C1C(=O)C(Cl)=C(Cl)C(=O)C=1C#N)#N, predict the reaction product. The product is: [CH3:1][O:2][C:3](=[O:77])/[CH:4]=[CH:5]\[CH:6]=[CH:7]\[C@H:8]([CH3:76])[C@@H:9]([O:68][Si:69]([C:72]([CH3:75])([CH3:74])[CH3:73])([CH3:70])[CH3:71])[CH2:10][C@H:11]([O:60][Si:61]([C:64]([CH3:67])([CH3:66])[CH3:65])([CH3:62])[CH3:63])/[CH:12]=[CH:13]\[C@H:14]([CH3:59])[C@H:15]([O:51][Si:52]([C:55]([CH3:56])([CH3:57])[CH3:58])([CH3:54])[CH3:53])[C@H:16]([CH3:50])[CH2:17][C@@H:18]([CH3:49])[CH2:19][CH2:20][C@@H:21]([O:41][Si:42]([C:45]([CH3:46])([CH3:47])[CH3:48])([CH3:43])[CH3:44])[C@H:22]([CH3:40])[C@@H:23]([OH:30])[C@@H:24]([CH3:29])/[CH:25]=[CH:26]\[CH:27]=[CH2:28]. (2) Given the reactants C(OC(=O)[NH:7][CH:8]([C:10](=[O:26])[NH:11][C:12]1[CH:17]=[CH:16][CH:15]=[CH:14][C:13]=1[C:18](=O)[C:19]1[CH:24]=[CH:23][CH:22]=[CH:21][CH:20]=1)[CH3:9])(C)(C)C.Cl, predict the reaction product. The product is: [CH3:9][CH:8]1[C:10](=[O:26])[NH:11][C:12]2[CH:17]=[CH:16][CH:15]=[CH:14][C:13]=2[C:18]([C:19]2[CH:24]=[CH:23][CH:22]=[CH:21][CH:20]=2)=[N:7]1. (3) Given the reactants [N+:1]([C:4]1[CH:9]=[CH:8][CH:7]=[CH:6][C:5]=1[S:10]([N:13]1[CH2:17][CH2:16][C@@H:15]([C:18](=O)[CH2:19][CH2:20][CH:21]=[CH2:22])[CH2:14]1)(=[O:12])=[O:11])([O-:3])=[O:2].[C:24]([O-:27])(=O)[CH3:25].[NH4+].FC(F)(F)[CH2:31][OH:32].[C:35]([N+:39]#[C-])([CH3:38])([CH3:37])[CH3:36].[N-:41]=C=O, predict the reaction product. The product is: [C:24]([NH:41][C:18]([C@@H:15]1[CH2:16][CH2:17][N:13]([S:10]([C:5]2[CH:6]=[CH:7][CH:8]=[CH:9][C:4]=2[N+:1]([O-:3])=[O:2])(=[O:12])=[O:11])[CH2:14]1)([CH2:19][CH2:20][CH:21]=[CH2:22])[C:31]([NH:39][C:35]([CH3:38])([CH3:37])[CH3:36])=[O:32])(=[O:27])[CH3:25]. (4) Given the reactants Cl[C:2]1[C:11]2[C:6](=[CH:7][CH:8]=[CH:9][CH:10]=2)[N:5]=[C:4]([CH3:12])[CH:3]=1.[NH:13]1[CH2:18][CH2:17][NH:16][CH2:15][CH2:14]1, predict the reaction product. The product is: [CH3:12][C:4]1[CH:3]=[C:2]([N:13]2[CH2:18][CH2:17][NH:16][CH2:15][CH2:14]2)[C:11]2[C:6](=[CH:7][CH:8]=[CH:9][CH:10]=2)[N:5]=1. (5) Given the reactants C(OC([N:8]1[CH2:13][CH2:12][N:11]([C:14](=[O:24])[C@H:15]([CH2:20][CH2:21][S:22][CH3:23])[NH:16][C:17](=[O:19])[CH3:18])[CH2:10][CH2:9]1)=O)(C)(C)C.FC(F)(F)C(O)=O, predict the reaction product. The product is: [C:17]([NH:16][C@H:15]([C:14]([N:11]1[CH2:12][CH2:13][NH:8][CH2:9][CH2:10]1)=[O:24])[CH2:20][CH2:21][S:22][CH3:23])(=[O:19])[CH3:18]. (6) Given the reactants [Br:1][C:2]1[CH:3]=[C:4]([CH:8]=[CH:9][CH:10]=1)[C:5](Cl)=[O:6].[CH3:11][CH2:12][CH2:13][CH:14]([NH2:18])[CH2:15][CH2:16][CH3:17], predict the reaction product. The product is: [Br:1][C:2]1[CH:3]=[C:4]([CH:8]=[CH:9][CH:10]=1)[C:5]([NH:18][CH:14]([CH2:15][CH2:16][CH3:17])[CH2:13][CH2:12][CH3:11])=[O:6]. (7) Given the reactants [C:1]([O:5][C:6](=[O:13])[NH:7][C@H:8]1[CH2:11][C@H:10]([OH:12])[CH2:9]1)([CH3:4])([CH3:3])[CH3:2].[H-].[Na+].Cl[C:17]1[CH:18]=[CH:19][C:20]2[N:21]([C:23]([C:26]3[O:34][C:33]4[CH:32]=[CH:31][N:30]=[C:29]([O:35][CH2:36][CH3:37])[C:28]=4[CH:27]=3)=[CH:24][N:25]=2)[N:22]=1, predict the reaction product. The product is: [C:1]([O:5][C:6](=[O:13])[NH:7][C@H:8]1[CH2:11][C@H:10]([O:12][C:17]2[CH:18]=[CH:19][C:20]3[N:21]([C:23]([C:26]4[O:34][C:33]5[CH:32]=[CH:31][N:30]=[C:29]([O:35][CH2:36][CH3:37])[C:28]=5[CH:27]=4)=[CH:24][N:25]=3)[N:22]=2)[CH2:9]1)([CH3:4])([CH3:2])[CH3:3].